Dataset: Forward reaction prediction with 1.9M reactions from USPTO patents (1976-2016). Task: Predict the product of the given reaction. The product is: [CH:1]1([N:4]2[C:12]3[CH:11]=[C:10]([N:13]([C:14]4[CH:19]=[CH:18][CH:17]=[CH:16][C:15]=4[CH2:20][CH3:21])[CH3:25])[N:9]=[CH:8][C:7]=3[N:6]=[CH:5]2)[CH2:3][CH2:2]1. Given the reactants [CH:1]1([N:4]2[C:12]3[CH:11]=[C:10]([NH:13][C:14]4[CH:19]=[CH:18][CH:17]=[CH:16][C:15]=4[CH2:20][CH3:21])[N:9]=[CH:8][C:7]=3[N:6]=[CH:5]2)[CH2:3][CH2:2]1.[H-].[Na+].I[CH3:25], predict the reaction product.